From a dataset of Full USPTO retrosynthesis dataset with 1.9M reactions from patents (1976-2016). Predict the reactants needed to synthesize the given product. Given the product [Br:1][C:2]1[CH:7]=[CH:6][CH:5]=[CH:4][C:3]=1[CH2:8][CH:10]1[CH2:13][CH2:12][CH2:11]1, predict the reactants needed to synthesize it. The reactants are: [Br:1][C:2]1[CH:7]=[CH:6][CH:5]=[CH:4][C:3]=1[CH2:8]Br.[CH:10]1([Mg]Br)[CH2:13][CH2:12][CH2:11]1.